From a dataset of Full USPTO retrosynthesis dataset with 1.9M reactions from patents (1976-2016). Predict the reactants needed to synthesize the given product. (1) Given the product [CH2:1]([C:5]1[CH:6]=[CH:7][C:8]([C:11]2[CH:16]=[CH:15][C:14]([NH2:17])=[C:13]([NH2:18])[CH:12]=2)=[CH:9][CH:10]=1)[CH2:2][CH2:3][CH3:4], predict the reactants needed to synthesize it. The reactants are: [CH2:1]([C:5]1[CH:10]=[CH:9][C:8]([C:11]2[CH:16]=[CH:15][C:14]([NH2:17])=[C:13]([N+:18]([O-])=O)[CH:12]=2)=[CH:7][CH:6]=1)[CH2:2][CH2:3][CH3:4]. (2) Given the product [Br:14][C:15]1[CH:16]=[CH:17][C:18]([N:3]2[CH2:4][CH2:5][CH2:6][CH2:7][CH:2]2[CH3:1])=[C:19]([CH:22]=1)[CH:20]=[O:21], predict the reactants needed to synthesize it. The reactants are: [CH3:1][CH:2]1[CH2:7][CH2:6][CH2:5][CH2:4][NH:3]1.C(=O)([O-])[O-].[Na+].[Na+].[Br:14][C:15]1[CH:16]=[CH:17][C:18](F)=[C:19]([CH:22]=1)[CH:20]=[O:21]. (3) Given the product [ClH:19].[ClH:19].[ClH:19].[Cl:19][C:20]1[CH:25]=[CH:24][CH:23]=[CH:22][C:21]=1[CH:26]1[C:31]([C:32]#[N:33])=[C:30]([CH2:34][N:16]2[CH2:17][CH2:18][N:13]([C:3]3[C:12]4[C:7](=[CH:8][CH:9]=[CH:10][CH:11]=4)[CH:6]=[CH:5][CH:4]=3)[CH2:14][CH2:15]2)[NH:29][C:28]2=[N:36][NH:37][CH:38]=[C:27]12, predict the reactants needed to synthesize it. The reactants are: [H-].[Na+].[C:3]1([N:13]2[CH2:18][CH2:17][NH:16][CH2:15][CH2:14]2)[C:12]2[C:7](=[CH:8][CH:9]=[CH:10][CH:11]=2)[CH:6]=[CH:5][CH:4]=1.[Cl:19][C:20]1[CH:25]=[CH:24][CH:23]=[CH:22][C:21]=1[CH:26]1[C:31]([C:32]#[N:33])=[C:30]([CH2:34]Br)[NH:29][C:28]2=[N:36][NH:37][CH:38]=[C:27]12.O. (4) Given the product [Si:5]([O:19][C@H:20]([CH3:39])[C@H:21]([NH:31][C:32](=[O:38])[O:33][C:34]([CH3:36])([CH3:35])[CH3:37])[C:22]1[CH:27]=[C:26]([F:28])[C:25]([F:29])=[C:24]([F:30])[CH:23]=1)([C:1]([CH3:4])([CH3:3])[CH3:2])([C:12]1[CH:17]=[CH:16][CH:15]=[CH:14][CH:13]=1)[C:6]1[CH:11]=[CH:10][CH:9]=[CH:8][CH:7]=1, predict the reactants needed to synthesize it. The reactants are: [C:1]([Si:5](Cl)([C:12]1[CH:17]=[CH:16][CH:15]=[CH:14][CH:13]=1)[C:6]1[CH:11]=[CH:10][CH:9]=[CH:8][CH:7]=1)([CH3:4])([CH3:3])[CH3:2].[OH:19][C@H:20]([CH3:39])[C@H:21]([NH:31][C:32](=[O:38])[O:33][C:34]([CH3:37])([CH3:36])[CH3:35])[C:22]1[CH:27]=[C:26]([F:28])[C:25]([F:29])=[C:24]([F:30])[CH:23]=1.N1C=CN=C1.C(OCC)(=O)C. (5) Given the product [C:23]([C:22]1[CH:21]=[CH:20][C:19]([C@H:18]2[C@:12]3([N:11]([CH2:27][CH3:28])[C:10](=[O:29])[N:9]([C:4]4[CH:5]=[C:6]([Cl:8])[CH:7]=[C:2]([Cl:1])[CH:3]=4)[C:13]3=[O:14])[CH2:15][N:16]([S:31]([C:34]3[CH:35]=[C:36]([CH:40]=[CH:41][CH:42]=3)[C:37]([OH:39])=[O:38])(=[O:33])=[O:32])[CH2:17]2)=[CH:26][CH:25]=1)#[N:24], predict the reactants needed to synthesize it. The reactants are: [Cl:1][C:2]1[CH:3]=[C:4]([N:9]2[C:13](=[O:14])[C@@:12]3([C@H:18]([C:19]4[CH:26]=[CH:25][C:22]([C:23]#[N:24])=[CH:21][CH:20]=4)[CH2:17][NH:16][CH2:15]3)[N:11]([CH2:27][CH3:28])[C:10]2=[O:29])[CH:5]=[C:6]([Cl:8])[CH:7]=1.Cl[S:31]([C:34]1[CH:35]=[C:36]([CH:40]=[CH:41][CH:42]=1)[C:37]([OH:39])=[O:38])(=[O:33])=[O:32].CCN(C(C)C)C(C)C. (6) Given the product [CH3:1][O:2][CH2:3][CH2:4][CH:5]([NH2:15])[C:6]1[CH:11]=[CH:10][CH:9]=[C:8]([N+:12]([O-:14])=[O:13])[CH:7]=1, predict the reactants needed to synthesize it. The reactants are: [CH3:1][O:2][CH2:3][CH2:4][CH:5]([NH:15]C(=O)OC(C)(C)C)[C:6]1[CH:11]=[CH:10][CH:9]=[C:8]([N+:12]([O-:14])=[O:13])[CH:7]=1.Cl. (7) The reactants are: [H-].[Na+].[CH3:3]S(C)=O.[I-].C[S+](C)C.[Cl:12][C:13]1[CH:18]=[CH:17][C:16]([C:19]2[C:23]([C:24]([C:26]3[CH:27]=[N:28][CH:29]=[CH:30][CH:31]=3)=[O:25])=[C:22]([C:32]3[CH:37]=[CH:36][C:35]([Cl:38])=[CH:34][CH:33]=3)[S:21][N:20]=2)=[CH:15][CH:14]=1. Given the product [Cl:12][C:13]1[CH:18]=[CH:17][C:16]([C:19]2[C:23]([C:24]3([C:26]4[CH:27]=[N:28][CH:29]=[CH:30][CH:31]=4)[CH2:3][O:25]3)=[C:22]([C:32]3[CH:33]=[CH:34][C:35]([Cl:38])=[CH:36][CH:37]=3)[S:21][N:20]=2)=[CH:15][CH:14]=1, predict the reactants needed to synthesize it.